From a dataset of Catalyst prediction with 721,799 reactions and 888 catalyst types from USPTO. Predict which catalyst facilitates the given reaction. (1) Reactant: [CH2:1]([O:3][C:4](=[O:31])[C:5]([O:23][C:24]1[CH:29]=[CH:28][C:27]([F:30])=[CH:26][CH:25]=1)([CH3:22])[CH:6]([C:8]1[CH:13]=[CH:12][C:11]([O:14][CH2:15][C:16]2[CH:21]=[CH:20][CH:19]=[CH:18][CH:17]=2)=[CH:10][CH:9]=1)[OH:7])[CH3:2].N1C=CC=CC=1.[F:38][C:39]([F:50])([F:49])[C:40](O[C:40](=[O:41])[C:39]([F:50])([F:49])[F:38])=[O:41].Cl. Product: [CH2:1]([O:3][C:4](=[O:31])[C:5]([O:23][C:24]1[CH:29]=[CH:28][C:27]([F:30])=[CH:26][CH:25]=1)([CH3:22])[CH:6]([C:8]1[CH:9]=[CH:10][C:11]([O:14][CH2:15][C:16]2[CH:21]=[CH:20][CH:19]=[CH:18][CH:17]=2)=[CH:12][CH:13]=1)[O:7][C:40](=[O:41])[C:39]([F:50])([F:49])[F:38])[CH3:2]. The catalyst class is: 2. (2) Reactant: C[O:2][C:3]([C:5]1[C:9]([NH:10][C:11](=[O:29])[C:12]2[CH:17]=[CH:16][CH:15]=[C:14]([C:18]3[CH:19]=[N:20][N:21]([CH2:23][CH2:24][O:25][CH2:26][CH2:27][NH2:28])[CH:22]=3)[CH:13]=2)=[CH:8][N:7]([CH:30]2[CH2:35][CH2:34][O:33][CH2:32][CH2:31]2)[N:6]=1)=[O:4].O.[OH-].[Li+:38]. Product: [NH2:28][CH2:27][CH2:26][O:25][CH2:24][CH2:23][N:21]1[CH:22]=[C:18]([C:14]2[CH:13]=[C:12]([CH:17]=[CH:16][CH:15]=2)[C:11]([NH:10][C:9]2[C:5]([C:3]([O-:4])=[O:2])=[N:6][N:7]([CH:30]3[CH2:35][CH2:34][O:33][CH2:32][CH2:31]3)[CH:8]=2)=[O:29])[CH:19]=[N:20]1.[Li+:38]. The catalyst class is: 20.